From a dataset of Reaction yield outcomes from USPTO patents with 853,638 reactions. Predict the reaction yield, written as a fraction of the theoretical maximum amount of product (1.0 means a 100% yield; for example, 0.34 means a 34% yield). (1) The yield is 0.640. The catalyst is C1COCC1. The product is [Cl:1][C:2]1[CH:3]=[C:4]([C:8]2[CH:9]=[CH:10][C:11]3[N:17]([CH2:18][CH3:19])[CH2:16][CH2:15][CH2:14][NH:13][C:12]=3[N:21]=2)[CH:5]=[CH:6][CH:7]=1. The reactants are [Cl:1][C:2]1[CH:3]=[C:4]([C:8]2[CH:9]=[CH:10][C:11]3[N:17]([CH2:18][CH3:19])[C:16](=O)[CH2:15][CH2:14][NH:13][C:12]=3[N:21]=2)[CH:5]=[CH:6][CH:7]=1.S(C)C.Cl.C([O-])(O)=O.[Na+]. (2) The reactants are ClC1C=C(N(C)CC(O)=O)C=CC=1Cl.[Br:15][C:16]1[C:17]([Br:31])=[CH:18][C:19]2[O:24][CH2:23][C:22](=[O:25])[N:21]([CH2:26][C:27]([OH:29])=O)[C:20]=2[CH:30]=1.C1(C2C=CC=CC=2)C=CC(C(NC)CN2CCCC2)=CC=1.[C:53]1([C:69]2[CH:74]=[CH:73][CH:72]=[CH:71][CH:70]=2)[CH:58]=[CH:57][C:56]([CH:59]([NH:67][CH3:68])[CH2:60][N:61]2[CH2:66][CH2:65][O:64][CH2:63][CH2:62]2)=[CH:55][CH:54]=1. No catalyst specified. The product is [C:53]1([C:69]2[CH:74]=[CH:73][CH:72]=[CH:71][CH:70]=2)[CH:54]=[CH:55][C:56]([CH:59]([N:67]([CH3:68])[C:27](=[O:29])[CH2:26][N:21]2[C:20]3[CH:30]=[C:16]([Br:15])[C:17]([Br:31])=[CH:18][C:19]=3[O:24][CH2:23][C:22]2=[O:25])[CH2:60][N:61]2[CH2:62][CH2:63][O:64][CH2:65][CH2:66]2)=[CH:57][CH:58]=1. The yield is 0.580.